This data is from M1 muscarinic receptor agonist screen with 61,833 compounds. The task is: Binary Classification. Given a drug SMILES string, predict its activity (active/inactive) in a high-throughput screening assay against a specified biological target. (1) The compound is O(CC(=O)Nc1c(ccc(c2nc3n(c2)cccn3)c1)C)CC. The result is 0 (inactive). (2) The drug is s1c(C(=O)N(Cc2occc2)CC(=O)Nc2c(OC)cccc2)ccc1. The result is 0 (inactive). (3) The compound is s1c2c(c(C(=O)NCCCn3ccnc3)c1)cccc2. The result is 0 (inactive). (4) The compound is O(C(=O)N1CCN(CC1)C(=O)c1cc2[nH]c(=O)n(CCC=3CCCCC3)c(=O)c2cc1)CC. The result is 0 (inactive). (5) The compound is S(=O)(=O)(Nc1sc(NC(OC(C)C)=O)c(n1)C)c1ccccc1. The result is 0 (inactive). (6) The molecule is O(C(=O)CN1C2(C(CC3C1(CCCC3)C#N)CCCC2)C#N)C. The result is 0 (inactive). (7) The compound is O1C(C(=O)N2CCn3c(nc4c3cccc4)C2)COc2c1cccc2. The result is 0 (inactive). (8) The compound is s1c2ncnc(OCC(=O)NC(=O)NCc3occc3)c2c(c2ccc(cc2)C)c1. The result is 0 (inactive). (9) The drug is S(=O)(=O)(Nc1ccc(cc1)C(=O)Nc1cc(ccc1)C)c1c(onc1C)C. The result is 0 (inactive). (10) The compound is s1c2c(nc1NC(=O)C)cc1OCOc1c2. The result is 0 (inactive).